From a dataset of Reaction yield outcomes from USPTO patents with 853,638 reactions. Predict the reaction yield, written as a fraction of the theoretical maximum amount of product (1.0 means a 100% yield; for example, 0.34 means a 34% yield). (1) The reactants are [CH3:1][O:2][C:3]1[CH:8]=[CH:7][C:6]([NH:9][CH:10]2[CH2:15][CH2:14][N:13]([CH3:16])[CH2:12][CH2:11]2)=[CH:5][C:4]=1[C:17]#[C:18][Si](C)(C)C.C(=O)([O-])[O-].[K+].[K+]. The catalyst is CO. The product is [C:17]([C:4]1[CH:5]=[C:6]([NH:9][CH:10]2[CH2:15][CH2:14][N:13]([CH3:16])[CH2:12][CH2:11]2)[CH:7]=[CH:8][C:3]=1[O:2][CH3:1])#[CH:18]. The yield is 0.860. (2) The reactants are [N+:1]([O-:4])(O)=[O:2].[C:5]([N:9]1[CH:13]=[CH:12][CH:11]=[N:10]1)([CH3:8])([CH3:7])[CH3:6]. The catalyst is OS(O)(=O)=O. The product is [C:5]([N:9]1[CH:13]=[C:12]([N+:1]([O-:4])=[O:2])[CH:11]=[N:10]1)([CH3:8])([CH3:7])[CH3:6]. The yield is 0.640.